This data is from Forward reaction prediction with 1.9M reactions from USPTO patents (1976-2016). The task is: Predict the product of the given reaction. (1) Given the reactants CC[O:3][C:4]([C@H:6]1[CH2:11][C@H:10]([C:12]2[CH:17]=[CH:16][C:15]([O:18][CH3:19])=[CH:14][CH:13]=2)[C@@H:9]([O:20][CH2:21][C:22]2[CH:23]=[CH:24][C:25]3[O:30][CH2:29][CH2:28][N:27]([CH2:31][CH2:32][CH2:33][O:34][CH3:35])[C:26]=3[CH:36]=2)[CH2:8][N:7]1[C:37]([O:39][CH2:40][C:41]1[CH:46]=[CH:45][CH:44]=[CH:43][CH:42]=1)=[O:38])=[O:5].[OH-].[Li+].Cl.CCOC(C)=O.CCCCCCC.C(O)(=O)C, predict the reaction product. The product is: [CH2:40]([O:39][C:37]([N:7]1[CH2:8][C@H:9]([O:20][CH2:21][C:22]2[CH:23]=[CH:24][C:25]3[O:30][CH2:29][CH2:28][N:27]([CH2:31][CH2:32][CH2:33][O:34][CH3:35])[C:26]=3[CH:36]=2)[C@@H:10]([C:12]2[CH:17]=[CH:16][C:15]([O:18][CH3:19])=[CH:14][CH:13]=2)[CH2:11][C@@H:6]1[C:4]([OH:5])=[O:3])=[O:38])[C:41]1[CH:46]=[CH:45][CH:44]=[CH:43][CH:42]=1. (2) Given the reactants Cl[C:2]1[N:12]=[CH:11][CH:10]=[CH:9][C:3]=1[C:4]([O:6][CH2:7][CH3:8])=[O:5].[CH2:13]([NH2:21])[CH2:14][C:15]1[CH:20]=[CH:19][CH:18]=[CH:17][CH:16]=1.C(O)C, predict the reaction product. The product is: [CH2:13]([NH:21][C:2]1[N:12]=[CH:11][CH:10]=[CH:9][C:3]=1[C:4]([O:6][CH2:7][CH3:8])=[O:5])[CH2:14][C:15]1[CH:20]=[CH:19][CH:18]=[CH:17][CH:16]=1. (3) Given the reactants [CH2:1]([N:3]([CH2:35][CH3:36])[CH2:4]/[CH:5]=[CH:6]\[C:7]1[CH:12]=[C:11]([F:13])[CH:10]=[CH:9][C:8]=1[S:14]([CH2:17][C:18]1[C:23]([C:24]([O:26][CH3:27])=[O:25])=[C:22]([O:28]C)[C:21]([C:30]2[CH:34]=[CH:33][O:32][CH:31]=2)=[CH:20][CH:19]=1)(=[O:16])=[O:15])[CH3:2].BrC1C(O)=C(C(CS(C2C=CC(F)=CC=2/C=C\CN(CC)CC)(=O)=O)=CC=1)C(OC)=O.O1C=CC(B(O)O)=C1, predict the reaction product. The product is: [CH2:35]([N:3]([CH2:1][CH3:2])[CH2:4]/[CH:5]=[CH:6]\[C:7]1[CH:12]=[C:11]([F:13])[CH:10]=[CH:9][C:8]=1[S:14]([CH2:17][C:18]1[C:23]([C:24]([O:26][CH3:27])=[O:25])=[C:22]([OH:28])[C:21]([C:30]2[CH:34]=[CH:33][O:32][CH:31]=2)=[CH:20][CH:19]=1)(=[O:15])=[O:16])[CH3:36]. (4) Given the reactants [OH:1][C:2]1[CH:3]=[C:4]([C:8]2([C:25]3[CH:30]=[CH:29][N:28]=[CH:27][CH:26]=3)[C:16]3[C:11](=[N:12][CH:13]=[CH:14][CH:15]=3)[C:10]([NH:17]C(=O)OC(C)(C)C)=[N:9]2)[CH:5]=[CH:6][CH:7]=1.[CH:31]1([CH2:35]O)[CH2:34][CH2:33][CH2:32]1, predict the reaction product. The product is: [CH:31]1([CH2:35][O:1][C:2]2[CH:3]=[C:4]([C:8]3([C:25]4[CH:30]=[CH:29][N:28]=[CH:27][CH:26]=4)[C:16]4[C:11](=[N:12][CH:13]=[CH:14][CH:15]=4)[C:10]([NH2:17])=[N:9]3)[CH:5]=[CH:6][CH:7]=2)[CH2:34][CH2:33][CH2:32]1. (5) Given the reactants [NH2:1][C:2]1[N:7]=[CH:6][N:5]=[C:4]2[N:8]([CH:27]3[CH2:32][CH2:31][N:30](C(OCC4C=CC=CC=4)=O)[CH2:29][CH2:28]3)[N:9]=[C:10]([C:11]3[CH:16]=[CH:15][C:14]([NH:17][CH2:18][C:19]4[O:20][C:21]([CH3:24])=[CH:22][CH:23]=4)=[C:13]([O:25][CH3:26])[CH:12]=3)[C:3]=12, predict the reaction product. The product is: [CH3:26][O:25][C:13]1[CH:12]=[C:11]([C:10]2[C:3]3[C:4](=[N:5][CH:6]=[N:7][C:2]=3[NH2:1])[N:8]([CH:27]3[CH2:32][CH2:31][NH:30][CH2:29][CH2:28]3)[N:9]=2)[CH:16]=[CH:15][C:14]=1[NH:17][CH2:18][C:19]1[O:20][C:21]([CH3:24])=[CH:22][CH:23]=1. (6) Given the reactants [CH3:1][O:2][C:3]1[CH:18]=[CH:17][C:16]([O:19][CH3:20])=[CH:15][C:4]=1[CH2:5][C:6]1[NH:10][C:9]2[CH:11]=[CH:12][CH:13]=[CH:14][C:8]=2[N:7]=1.[H-].[Na+].Br[CH2:24][C:25]([O:27][CH3:28])=[O:26], predict the reaction product. The product is: [CH3:1][O:2][C:3]1[CH:18]=[CH:17][C:16]([O:19][CH3:20])=[CH:15][C:4]=1[CH2:5][C:6]1[N:7]([CH2:24][C:25]([O:27][CH3:28])=[O:26])[C:8]2[CH:14]=[CH:13][CH:12]=[CH:11][C:9]=2[N:10]=1.